From a dataset of Catalyst prediction with 721,799 reactions and 888 catalyst types from USPTO. Predict which catalyst facilitates the given reaction. (1) Reactant: BrC[CH2:3][CH2:4][CH2:5][O:6][C:7]1[C:12]([Cl:13])=[CH:11][C:10]([N:14]2[CH2:19][CH2:18][N:17]([C:20]([C:22]3[CH:27]=[C:26]([S:28]([CH3:31])(=[O:30])=[O:29])[CH:25]=[CH:24][C:23]=3[C:32]3[CH:37]=[CH:36][CH:35]=[CH:34][CH:33]=3)=[O:21])[CH2:16][CH2:15]2)=[CH:9][C:8]=1[Cl:38].[CH2:39]([N:41]([CH2:44]C)[CH2:42]C)C.Cl.CNC. Product: [Cl:13][C:12]1[CH:11]=[C:10]([N:14]2[CH2:15][CH2:16][N:17]([C:20]([C:22]3[CH:27]=[C:26]([S:28]([CH3:31])(=[O:29])=[O:30])[CH:25]=[CH:24][C:23]=3[C:32]3[CH:37]=[CH:36][CH:35]=[CH:34][CH:33]=3)=[O:21])[CH2:18][CH2:19]2)[CH:9]=[C:8]([Cl:38])[C:7]=1[O:6][CH:5]([CH2:4][CH3:3])[CH2:39][N:41]([CH3:44])[CH3:42]. The catalyst class is: 483. (2) Reactant: [CH3:1][N:2]1[CH:6]=[C:5]([C:7]([OH:9])=O)[N:4]=[CH:3]1.CN(C(ON1N=NC2C=CC=CC1=2)=[N+](C)C)C.F[P-](F)(F)(F)(F)F.CCN(C(C)C)C(C)C.[CH3:43][O:44][C:45]1[N:50]=[CH:49][C:48]([N:51]2[CH2:56][CH2:55][O:54][C:53]3[CH:57]=[N:58][C:59]([O:61][C@H:62]4[CH2:66][CH2:65][NH:64][CH2:63]4)=[CH:60][C:52]2=3)=[CH:47][C:46]=1[CH3:67]. The catalyst class is: 18. Product: [CH3:43][O:44][C:45]1[N:50]=[CH:49][C:48]([N:51]2[CH2:56][CH2:55][O:54][C:53]3[CH:57]=[N:58][C:59]([O:61][C@H:62]4[CH2:66][CH2:65][N:64]([C:7]([C:5]5[N:4]=[CH:3][N:2]([CH3:1])[CH:6]=5)=[O:9])[CH2:63]4)=[CH:60][C:52]2=3)=[CH:47][C:46]=1[CH3:67]. (3) Reactant: Cl.[Cl:2][C:3]1[CH:4]=[C:5]([C:10]2[C:15]([CH2:16][NH2:17])=[CH:14][CH:13]=[C:12]([C:18]([F:21])([F:20])[F:19])[N:11]=2)[CH:6]=[CH:7][C:8]=1[F:9].[F:22][C:23]1[CH:24]=[C:25]([CH:35]([CH3:39])[C:36](O)=[O:37])[CH:26]=[CH:27][C:28]=1[CH2:29][NH:30][S:31]([CH3:34])(=[O:33])=[O:32].F[B-](F)(F)F.N1(OC(N(C)C)=[N+](C)C)C2C=CC=CC=2N=N1.C(N(C(C)C)C(C)C)C. Product: [Cl:2][C:3]1[CH:4]=[C:5]([C:10]2[C:15]([CH2:16][NH:17][C:36](=[O:37])[CH:35]([C:25]3[CH:26]=[CH:27][C:28]([CH2:29][NH:30][S:31]([CH3:34])(=[O:32])=[O:33])=[C:23]([F:22])[CH:24]=3)[CH3:39])=[CH:14][CH:13]=[C:12]([C:18]([F:20])([F:21])[F:19])[N:11]=2)[CH:6]=[CH:7][C:8]=1[F:9]. The catalyst class is: 7.